From a dataset of Full USPTO retrosynthesis dataset with 1.9M reactions from patents (1976-2016). Predict the reactants needed to synthesize the given product. (1) The reactants are: [NH2:1][C:2]1[N:7]=[C:6]([C:8]2[O:9][CH:10]=[CH:11][CH:12]=2)[C:5]([C:13]#[N:14])=[C:4](S(C)(=O)=O)[N:3]=1.[NH2:19][CH2:20][CH2:21][C:22]1[CH:27]=[CH:26][CH:25]=[CH:24][N:23]=1. Given the product [NH2:1][C:2]1[N:7]=[C:6]([C:8]2[O:9][CH:10]=[CH:11][CH:12]=2)[C:5]([C:13]#[N:14])=[C:4]([NH:19][CH2:20][CH2:21][C:22]2[CH:27]=[CH:26][CH:25]=[CH:24][N:23]=2)[N:3]=1, predict the reactants needed to synthesize it. (2) Given the product [NH2:33][C:3](=[O:2])[CH2:4][CH2:5][C:6]1[CH:7]=[CH:8][C:9]2[N:13]=[C:12]([CH2:14][NH:15][C:16]3[CH:21]=[CH:20][CH:19]=[CH:18][C:17]=3/[CH:22]=[CH:23]/[C:24]([O:26][C:27]([CH3:30])([CH3:28])[CH3:29])=[O:25])[NH:11][C:10]=2[CH:31]=1, predict the reactants needed to synthesize it. The reactants are: C[O:2][C:3](=O)[CH2:4][CH2:5][C:6]1[CH:7]=[CH:8][C:9]2[N:13]=[C:12]([CH2:14][NH:15][C:16]3[CH:21]=[CH:20][CH:19]=[CH:18][C:17]=3/[CH:22]=[CH:23]/[C:24]([O:26][C:27]([CH3:30])([CH3:29])[CH3:28])=[O:25])[NH:11][C:10]=2[CH:31]=1.[NH3:33]. (3) Given the product [CH2:1]([C:3]1[CH:26]=[CH:25][CH:24]=[C:23]([CH3:27])[C:4]=1[CH2:5][NH:6][C:7]1[C:12]([NH2:13])=[C:11]([NH:16][CH3:17])[CH:10]=[C:9]([O:18][CH2:19][CH2:20][O:21][CH3:22])[N:8]=1)[CH3:2], predict the reactants needed to synthesize it. The reactants are: [CH2:1]([C:3]1[CH:26]=[CH:25][CH:24]=[C:23]([CH3:27])[C:4]=1[CH2:5][NH:6][C:7]1[C:12]([N+:13]([O-])=O)=[C:11]([NH:16][CH3:17])[CH:10]=[C:9]([O:18][CH2:19][CH2:20][O:21][CH3:22])[N:8]=1)[CH3:2]. (4) Given the product [F:22][C:23]([F:28])([F:27])[C:24]([OH:26])=[O:25].[NH:8]1[CH2:9][CH2:10][CH2:11][CH:6]([C:4]2[N:3]3[CH2:19][CH2:20][CH2:21][C:2]3=[CH:1][N:5]=2)[CH2:7]1, predict the reactants needed to synthesize it. The reactants are: [CH:1]1[N:5]=[C:4]([CH:6]2[CH2:11][CH2:10][CH2:9][N:8](C(OC(C)(C)C)=O)[CH2:7]2)[N:3]2[CH2:19][CH2:20][CH2:21][C:2]=12.[F:22][C:23]([F:28])([F:27])[C:24]([OH:26])=[O:25]. (5) Given the product [C:2]1([CH:8]([OH:33])[CH2:9][CH2:10][N:11]2[CH2:12][CH2:13][CH:14]([N:17]([CH2:31][CH3:32])[C:18](=[O:30])[CH2:19][C:20]3[CH:25]=[CH:24][C:23]([S:26]([CH3:29])(=[O:27])=[O:28])=[CH:22][CH:21]=3)[CH2:15][CH2:16]2)[CH:3]=[CH:4][CH:5]=[CH:6][CH:7]=1, predict the reactants needed to synthesize it. The reactants are: Cl.[C:2]1([C:8](=[O:33])[CH2:9][CH2:10][N:11]2[CH2:16][CH2:15][CH:14]([N:17]([CH2:31][CH3:32])[C:18](=[O:30])[CH2:19][C:20]3[CH:25]=[CH:24][C:23]([S:26]([CH3:29])(=[O:28])=[O:27])=[CH:22][CH:21]=3)[CH2:13][CH2:12]2)[CH:7]=[CH:6][CH:5]=[CH:4][CH:3]=1.[BH4-].[Na+].O. (6) Given the product [ClH:45].[N:11]1[C:19]2[C:14](=[N:15][CH:16]=[CH:17][CH:18]=2)[S:13][C:12]=1[C:20]1[CH:25]=[CH:24][CH:23]=[CH:22][C:21]=1[NH:26][C:27]([C:29]1[CH:34]=[C:33]([O:35][CH2:36][CH2:37][N:8]2[CH2:9][CH2:10][N:5]([CH2:4][CH2:3][O:2][CH3:1])[CH2:6][CH2:7]2)[CH:32]=[C:31]([C:39]2[CH:44]=[CH:43][CH:42]=[CH:41][CH:40]=2)[N:30]=1)=[O:28], predict the reactants needed to synthesize it. The reactants are: [CH3:1][O:2][CH2:3][CH2:4][N:5]1[CH2:10][CH2:9][NH:8][CH2:7][CH2:6]1.[N:11]1[C:19]2[C:14](=[N:15][CH:16]=[CH:17][CH:18]=2)[S:13][C:12]=1[C:20]1[CH:25]=[CH:24][CH:23]=[CH:22][C:21]=1[NH:26][C:27]([C:29]1[CH:34]=[C:33]([O:35][CH2:36][CH2:37]Br)[CH:32]=[C:31]([C:39]2[CH:44]=[CH:43][CH:42]=[CH:41][CH:40]=2)[N:30]=1)=[O:28].[ClH:45]. (7) Given the product [Br:1][C:2]1[CH:3]=[CH:4][C:5]([C:8]2([OH:18])[CH2:9][CH2:10][C:11](=[O:12])[CH2:16][CH2:17]2)=[N:6][CH:7]=1, predict the reactants needed to synthesize it. The reactants are: [Br:1][C:2]1[CH:3]=[CH:4][C:5]([C:8]2([OH:18])[CH2:17][CH2:16][C:11]3(OCC[O:12]3)[CH2:10][CH2:9]2)=[N:6][CH:7]=1.Cl. (8) The reactants are: Br[C:2]1[S:6][C:5]([NH2:7])=[N:4][C:3]=1[C:8]1[CH:13]=[CH:12][N:11]=[C:10]([S:14][CH3:15])[N:9]=1.[C:16]1(B(O)O)[CH:21]=[CH:20][CH:19]=[CH:18][CH:17]=1.[Cl-].[Li+]. Given the product [CH3:15][S:14][C:10]1[N:9]=[C:8]([C:3]2[N:4]=[C:5]([NH2:7])[S:6][C:2]=2[C:16]2[CH:21]=[CH:20][CH:19]=[CH:18][CH:17]=2)[CH:13]=[CH:12][N:11]=1, predict the reactants needed to synthesize it. (9) Given the product [CH2:1]([O:8][C:9]1[C:18]2[N:17]=[CH:16][CH:15]=[CH:14][C:13]=2[C:12]([S:19]([Cl:26])(=[O:22])=[O:20])=[CH:11][CH:10]=1)[C:2]1[CH:7]=[CH:6][CH:5]=[CH:4][CH:3]=1, predict the reactants needed to synthesize it. The reactants are: [CH2:1]([O:8][C:9]1[C:18]2[N:17]=[CH:16][CH:15]=[CH:14][C:13]=2[C:12]([S:19]([O-:22])(=O)=[O:20])=[CH:11][CH:10]=1)[C:2]1[CH:7]=[CH:6][CH:5]=[CH:4][CH:3]=1.[Na+].S(Cl)([Cl:26])=O. (10) Given the product [NH2:1][CH2:2][C@H:3]1[C@H:8]([CH3:9])[CH2:7][CH2:6][CH2:5][N:4]1[C:10]([C:12]1[CH:16]=[C:17]([CH3:18])[CH:22]=[CH:21][C:20]=1[N:35]1[N:39]=[CH:38][CH:37]=[N:36]1)=[O:11], predict the reactants needed to synthesize it. The reactants are: [NH2:1][CH2:2][C@H:3]1[C@H:8]([CH3:9])[CH2:7][CH2:6][CH2:5][N:4]1[C:10]([C:12]1N=C(C)S[C:16]=1[C:17]1[CH:22]=[CH:21][C:20](F)=C[CH:18]=1)=[O:11].CC1C=CC([N:35]2[N:39]=[CH:38][CH:37]=[N:36]2)=C(C=1)C(O)=O.